From a dataset of Full USPTO retrosynthesis dataset with 1.9M reactions from patents (1976-2016). Predict the reactants needed to synthesize the given product. (1) Given the product [OH:1][CH:2]([C:6]1[CH:11]=[CH:10][C:9]([O:12][CH3:13])=[CH:8][CH:7]=1)[C:3]([NH:15][NH2:16])=[O:4], predict the reactants needed to synthesize it. The reactants are: [OH:1][CH:2]([C:6]1[CH:11]=[CH:10][C:9]([O:12][CH3:13])=[CH:8][CH:7]=1)[C:3](O)=[O:4].O.[NH2:15][NH2:16]. (2) Given the product [Mg+2:30].[CH2:23]([O:22][CH:18]([CH2:17][C:14]1[CH:13]=[CH:12][C:11]([NH:10][CH2:9][CH2:8][CH2:7][N:4]2[CH2:5][CH2:6][O:1][C:2]3[CH:28]=[CH:27][CH:26]=[CH:25][C:3]2=3)=[CH:16][CH:15]=1)[C:19]([O-:21])=[O:20])[CH3:24].[CH2:23]([O:22][CH:18]([CH2:17][C:14]1[CH:13]=[CH:12][C:11]([NH:10][CH2:9][CH2:8][CH2:7][N:4]2[CH2:5][CH2:6][O:1][C:2]3[CH:28]=[CH:27][CH:26]=[CH:25][C:3]2=3)=[CH:16][CH:15]=1)[C:19]([O-:21])=[O:20])[CH3:24], predict the reactants needed to synthesize it. The reactants are: [O:1]1[CH2:6][CH2:5][N:4]([CH2:7][CH2:8][CH2:9][NH:10][C:11]2[CH:16]=[CH:15][C:14]([CH2:17][CH:18]([O:22][CH2:23][CH3:24])[C:19]([OH:21])=[O:20])=[CH:13][CH:12]=2)[C:3]2[CH:25]=[CH:26][CH:27]=[CH:28][C:2]1=2.[OH-].[Mg+2:30].[OH-]. (3) Given the product [O:17]=[C:16]1[NH:15][N:14]=[C:13]([CH2:18][CH2:19][CH3:20])/[C:12]/1=[C:4]1/[NH:5][C:6]2[C:11]([C:2]([S:84][C:81]3[CH:82]=[CH:83][C:78]([NH:77][S:86]([CH3:85])(=[O:88])=[O:87])=[CH:79][CH:80]=3)=[CH:3]/1)=[CH:10][CH:9]=[CH:8][CH:7]=2, predict the reactants needed to synthesize it. The reactants are: Cl[C:2]1[C:11]2[C:6](=[CH:7][CH:8]=[CH:9][CH:10]=2)[NH:5]/[C:4](=[C:12]2/[C:13]([CH2:18][CH2:19][CH3:20])=[N:14][NH:15][C:16]/2=[O:17])/[CH:3]=1.C(OC(OC(C)(C)C)=O)(OC(C)(C)C)=O.C(N(CC)CC)C.C(OC(N1C(=O)/C(=C2\N(C(OC(C)(C)C)=O)C3C(C(Cl)=C\2)=CC=CC=3)/C(CCC)=N1)=O)(C)(C)C.[NH2:77][C:78]1[CH:83]=[CH:82][C:81]([SH:84])=[CH:80][CH:79]=1.[CH3:85][S:86](Cl)(=[O:88])=[O:87]. (4) Given the product [N:1]1([CH2:6][C:7]2[CH:23]=[CH:22][C:10]([CH2:11][N:12]3[CH:20]=[C:19]4[C:14]([N:15]=[CH:16][N:17]=[C:18]4[NH:34][CH2:33][C:27]4[CH:28]=[CH:29][C:30]([CH3:32])=[CH:31][C:26]=4[O:25][CH3:24])=[N:13]3)=[CH:9][CH:8]=2)[CH:5]=[CH:4][CH:3]=[N:2]1, predict the reactants needed to synthesize it. The reactants are: [N:1]1([CH2:6][C:7]2[CH:23]=[CH:22][C:10]([CH2:11][N:12]3[CH:20]=[C:19]4[C:14]([N:15]=[CH:16][N:17]=[C:18]4Cl)=[N:13]3)=[CH:9][CH:8]=2)[CH:5]=[CH:4][CH:3]=[N:2]1.[CH3:24][O:25][C:26]1[CH:31]=[C:30]([CH3:32])[CH:29]=[CH:28][C:27]=1[CH2:33][NH2:34]. (5) Given the product [CH3:1][O:2][C:3]([C:5]1[CH:6]=[C:7]([C:12]2[CH:17]=[CH:16][CH:15]=[C:14]([C:18]3[C:27]4[C:22](=[CH:23][C:24]([O:33][CH3:34])=[C:25]5[O:30][C:29]([CH3:31])([CH3:32])[CH2:28][C:26]5=4)[CH2:21][C:20]([CH3:36])([CH3:35])[N:19]=3)[CH:13]=2)[CH:8]=[CH:9][C:10]=1[NH:11][C:37](=[O:39])[CH3:38])=[O:4], predict the reactants needed to synthesize it. The reactants are: [CH3:1][O:2][C:3]([C:5]1[CH:6]=[C:7]([C:12]2[CH:17]=[CH:16][CH:15]=[C:14]([C:18]3[C:27]4[C:22](=[CH:23][C:24]([O:33][CH3:34])=[C:25]5[O:30][C:29]([CH3:32])([CH3:31])[CH2:28][C:26]5=4)[CH2:21][C:20]([CH3:36])([CH3:35])[N:19]=3)[CH:13]=2)[CH:8]=[CH:9][C:10]=1[NH2:11])=[O:4].[C:37](OC(=O)C)(=[O:39])[CH3:38].